From a dataset of Full USPTO retrosynthesis dataset with 1.9M reactions from patents (1976-2016). Predict the reactants needed to synthesize the given product. (1) Given the product [C:1]([NH:7][C@@H:8]1[CH2:13][CH2:12][C@H:11]([NH:14][C:15](=[O:21])[O:16][C:17]([CH3:19])([CH3:18])[CH3:20])[CH2:10][CH2:9]1)(=[O:5])[CH:2]([CH3:4])[CH3:3], predict the reactants needed to synthesize it. The reactants are: [C:1](Cl)(=[O:5])[CH:2]([CH3:4])[CH3:3].[NH2:7][C@@H:8]1[CH2:13][CH2:12][C@H:11]([NH:14][C:15](=[O:21])[O:16][C:17]([CH3:20])([CH3:19])[CH3:18])[CH2:10][CH2:9]1.C(N(CC)C(C)C)(C)C. (2) Given the product [CH:14]([CH:7]1[CH:6]=[CH:5][N:4]([C:9]([O:11][CH2:12][CH3:13])=[O:10])[CH:3]=[C:2]1[CH3:1])([CH3:16])[CH3:15], predict the reactants needed to synthesize it. The reactants are: [CH3:1][C:2]1[CH:3]=[N:4][CH:5]=[CH:6][CH:7]=1.Cl[C:9]([O:11][CH2:12][CH3:13])=[O:10].[CH:14]([Mg]Br)([CH3:16])[CH3:15]. (3) The reactants are: [CH:1]1([C:4]2[NH:8][C:7]3[CH:9]=[C:10]([C:14]4[C:15]([CH3:20])=[N:16][O:17][C:18]=4[CH3:19])[CH:11]=[C:12](I)[C:6]=3[N:5]=2)[CH2:3][CH2:2]1.[C:21]1(/[CH:27]=[CH:28]/B(O)O)[CH:26]=[CH:25][CH:24]=[CH:23][CH:22]=1. Given the product [CH:1]1([C:4]2[NH:8][C:7]3[CH:9]=[C:10]([C:14]4[C:15]([CH3:20])=[N:16][O:17][C:18]=4[CH3:19])[CH:11]=[C:12](/[CH:28]=[CH:27]/[C:21]4[CH:26]=[CH:25][CH:24]=[CH:23][CH:22]=4)[C:6]=3[N:5]=2)[CH2:3][CH2:2]1, predict the reactants needed to synthesize it. (4) Given the product [CH:27]1([CH2:26][O:25][C:19]2[CH:18]=[C:17]([CH:22]=[C:21]([O:23][CH3:24])[CH:20]=2)[C:16]([NH:15][CH2:14][CH:11]2[CH2:10][CH2:9][N:8]([C:6]3[N:67]=[C:4]([C:5]4[CH:44]=[CH:39][CH:40]=[C:41]([C:45]5[N:46]([CH2:50][O:51][CH2:52][CH2:53][Si:54]([CH3:57])([CH3:56])[CH3:55])[CH:47]=[CH:48][N:49]=5)[CH:42]=4)[N:3]=[CH:2][N:7]=3)[CH2:13][CH2:12]2)=[O:30])[CH2:29][CH2:28]1, predict the reactants needed to synthesize it. The reactants are: Cl[C:2]1[N:7]=[C:6]([N:8]2[CH2:13][CH2:12][CH:11]([CH2:14][NH:15][C:16](=[O:30])[C:17]3[CH:22]=[C:21]([O:23][CH3:24])[CH:20]=[C:19]([O:25][CH2:26][CH:27]4[CH2:29][CH2:28]4)[CH:18]=3)[CH2:10][CH2:9]2)[CH:5]=[CH:4][N:3]=1.CC1(C)C(C)(C)OB([C:39]2[CH:40]=[C:41]([C:45]3[N:46]([CH2:50][O:51][CH2:52][CH2:53][Si:54]([CH3:57])([CH3:56])[CH3:55])[CH:47]=[CH:48][N:49]=3)[CH:42]=C[CH:44]=2)O1.C([O-])([O-])=O.[Na+].[Na+].CC#[N:67].O. (5) Given the product [CH3:1][O:2][C:3]1[CH:4]=[CH:5][C:6]([CH:10]2[CH2:19][CH2:18][C:17]3[C:12](=[CH:13][CH:14]=[C:15]([O:20][CH3:21])[CH:16]=3)[CH2:11]2)=[C:7]([NH:9][C:23]2[CH:24]=[CH:25][C:26]([O:27][CH2:28][CH2:29][N:30]3[CH2:31][CH2:32][CH2:33][CH2:34][CH2:35]3)=[CH:36][CH:37]=2)[CH:8]=1, predict the reactants needed to synthesize it. The reactants are: [CH3:1][O:2][C:3]1[CH:4]=[CH:5][C:6]([CH:10]2[CH2:19][CH2:18][C:17]3[C:12](=[CH:13][CH:14]=[C:15]([O:20][CH3:21])[CH:16]=3)[CH2:11]2)=[C:7]([NH2:9])[CH:8]=1.Br[C:23]1[CH:37]=[CH:36][C:26]([O:27][CH2:28][CH2:29][N:30]2[CH2:35][CH2:34][CH2:33][CH2:32][CH2:31]2)=[CH:25][CH:24]=1. (6) Given the product [CH3:16][C:12]1[N:7]=[C:5]([C:4]2[CH:3]=[C:2]([NH2:1])[CH:10]=[CH:9][CH:8]=2)[S:6][C:13]=1[CH3:14], predict the reactants needed to synthesize it. The reactants are: [NH2:1][C:2]1[CH:3]=[C:4]([CH:8]=[CH:9][CH:10]=1)[C:5]([NH2:7])=[S:6].Cl[CH:12]([CH3:16])[C:13](=O)[CH3:14].